From a dataset of Full USPTO retrosynthesis dataset with 1.9M reactions from patents (1976-2016). Predict the reactants needed to synthesize the given product. (1) The reactants are: [O:1]1[CH2:5][CH2:4][O:3][CH:2]1[C:6]1[CH:14]=[CH:13][C:9]([C:10](O)=O)=[C:8]([F:15])[CH:7]=1.C(N1C=CN=C1)(N1C=CN=C1)=O.Cl.Cl.[NH2:30][C:31]1[C:39]([NH2:40])=[CH:38][CH:37]=[CH:36][C:32]=1[C:33]([NH2:35])=[O:34]. Given the product [O:1]1[CH2:5][CH2:4][O:3][CH:2]1[C:6]1[CH:14]=[CH:13][C:9]([C:10]2[NH:40][C:39]3[CH:38]=[CH:37][CH:36]=[C:32]([C:33]([NH2:35])=[O:34])[C:31]=3[N:30]=2)=[C:8]([F:15])[CH:7]=1, predict the reactants needed to synthesize it. (2) Given the product [NH2:24][C:12]1[N:13]=[C:14]([N:16]([CH3:23])[C:17]2[CH:22]=[CH:21][CH:20]=[CH:19][CH:18]=2)[N:15]=[C:10]([C:7]2[N:6]=[C:5]([CH:3]3[CH2:2][N:1]([C:28](=[O:29])[CH3:27])[CH2:4]3)[O:9][N:8]=2)[N:11]=1, predict the reactants needed to synthesize it. The reactants are: [NH:1]1[CH2:4][CH:3]([C:5]2[O:9][N:8]=[C:7]([C:10]3[N:15]=[C:14]([N:16]([CH3:23])[C:17]4[CH:22]=[CH:21][CH:20]=[CH:19][CH:18]=4)[N:13]=[C:12]([NH2:24])[N:11]=3)[N:6]=2)[CH2:2]1.FC(F)(F)[CH2:27][CH:28]=[O:29].C(O)(=O)C.C(O[BH-](OC(=O)C)OC(=O)C)(=O)C.[Na+]. (3) Given the product [Br:1][C:2]1[CH:7]=[CH:6][C:5]([CH:8]([C:11](=[O:18])[C:12]2[CH:17]=[CH:16][N:15]=[CH:14][CH:13]=2)[C:9]#[N:10])=[CH:4][CH:3]=1, predict the reactants needed to synthesize it. The reactants are: [Br:1][C:2]1[CH:7]=[CH:6][C:5]([CH2:8][C:9]#[N:10])=[CH:4][CH:3]=1.[C:11](OC)(=[O:18])[C:12]1[CH:17]=[CH:16][N:15]=[CH:14][CH:13]=1. (4) Given the product [CH3:1][C:2]1([CH3:9])[CH2:7][CH2:6][CH:5]([C:26]#[N:27])[CH2:4][CH2:3]1, predict the reactants needed to synthesize it. The reactants are: [CH3:1][C:2]1([CH3:9])[CH2:7][CH2:6][C:5](=O)[CH2:4][CH2:3]1.CC([O-])(C)C.[K+].CC1C=CC(S([CH2:26][N+:27]#[C-])(=O)=O)=CC=1. (5) Given the product [O:16]1[C:7]2[C:8]3[CH:24]=[CH:23][CH:22]=[CH:21][C:9]=3[S:10][C:11]3[CH:20]=[CH:19][CH:18]=[CH:17][C:12]=3[C:13]=2[N:14]=[CH:15]1, predict the reactants needed to synthesize it. The reactants are: O=P(Cl)(Cl)Cl.O=[C:7]1[CH:13]([NH:14][CH:15]=[O:16])[C:12]2[CH:17]=[CH:18][CH:19]=[CH:20][C:11]=2[S:10][C:9]2[CH:21]=[CH:22][CH:23]=[CH:24][C:8]1=2. (6) Given the product [CH3:14][N:12]1[CH:13]=[C:8]([C:6]2[CH:7]=[C:2]([NH:1][S:28]([CH2:26][CH3:27])(=[O:30])=[O:29])[CH:3]=[CH:4][C:5]=2[O:19][CH:20]2[CH2:25][CH2:24][O:34][CH2:21]2)[C:9]2[CH:18]=[CH:17][NH:16][C:10]=2[C:11]1=[O:15], predict the reactants needed to synthesize it. The reactants are: [NH2:1][C:2]1[CH:3]=[CH:4][C:5]([O:19][C:20]2[CH:25]=[CH:24]C=C[CH:21]=2)=[C:6]([C:8]2[C:9]3[CH:18]=[CH:17][NH:16][C:10]=3[C:11](=[O:15])[N:12]([CH3:14])[CH:13]=2)[CH:7]=1.[CH2:26]([S:28](Cl)(=[O:30])=[O:29])[CH3:27].CS(Cl)(=O)=[O:34]. (7) The reactants are: CS([O:5][C:6]1[C:27](=[O:28])[N:10]2[CH2:11][CH:12]3[CH2:16][C:15]([N:17]([CH3:26])[C:18]([C:20]4[O:21][C:22]([CH3:25])=[N:23][N:24]=4)=[O:19])([C:9]2=[N:8][C:7]=1[C:29](=[O:39])[NH:30][CH2:31][C:32]1[CH:37]=[CH:36][C:35]([F:38])=[CH:34][CH:33]=1)[CH2:14][CH2:13]3)(=O)=O.[OH-].[Na+]. Given the product [F:38][C:35]1[CH:36]=[CH:37][C:32]([CH2:31][NH:30][C:29]([C:7]2[N:8]=[C:9]3[C:15]4([N:17]([CH3:26])[C:18]([C:20]5[O:21][C:22]([CH3:25])=[N:23][N:24]=5)=[O:19])[CH2:16][CH:12]([CH2:13][CH2:14]4)[CH2:11][N:10]3[C:27](=[O:28])[C:6]=2[OH:5])=[O:39])=[CH:33][CH:34]=1, predict the reactants needed to synthesize it. (8) Given the product [OH:1][C@H:2]1[CH2:3][C@@H:4]([CH3:14])[C@@:5]2([CH3:13])[C@H:9]([CH2:8][C@:7]3([CH:11]=[O:12])[O:15][C@@H:6]32)[CH2:10]1, predict the reactants needed to synthesize it. The reactants are: [OH:1][C@@H:2]1[CH2:10][C@@H:9]2[C@@:5]([CH3:13])([CH:6]=[C:7]([CH:11]=[O:12])[CH2:8]2)[C@H:4]([CH3:14])[CH2:3]1.[OH:15]O.[OH-].[Na+].